This data is from Catalyst prediction with 721,799 reactions and 888 catalyst types from USPTO. The task is: Predict which catalyst facilitates the given reaction. (1) Reactant: C([O:5][C:6]([C:8]1[S:12][C:11]([C:13]2[C:14](=[O:24])[O:15][C:16]3[C:21]([CH:22]=2)=[CH:20][CH:19]=[C:18]([OH:23])[CH:17]=3)=[N:10][C:9]=1[CH3:25])=[O:7])(C)(C)C.C1(OC)C=CC=CC=1.FC(F)(F)C(O)=O.C(OCC)C. Product: [OH:23][C:18]1[CH:17]=[C:16]2[C:21]([CH:22]=[C:13]([C:11]3[S:12][C:8]([C:6]([OH:7])=[O:5])=[C:9]([CH3:25])[N:10]=3)[C:14](=[O:24])[O:15]2)=[CH:20][CH:19]=1. The catalyst class is: 4. (2) Reactant: [F:1][C:2]1[CH:9]=[CH:8][C:5]([CH:6]=O)=[CH:4][CH:3]=1.[C:10]([CH2:15][CH:16]=P(C1C=CC=CC=1)(C1C=CC=CC=1)C1C=CC=CC=1)([O:12][CH2:13][CH3:14])=[O:11]. Product: [F:1][C:2]1[CH:9]=[CH:8][C:5](/[CH:6]=[C:15](\[CH3:16])/[C:10]([O:12][CH2:13][CH3:14])=[O:11])=[CH:4][CH:3]=1. The catalyst class is: 11.